Dataset: Reaction yield outcomes from USPTO patents with 853,638 reactions. Task: Predict the reaction yield, written as a fraction of the theoretical maximum amount of product (1.0 means a 100% yield; for example, 0.34 means a 34% yield). (1) The reactants are [Cl:1][C:2]1[CH:7]=[CH:6][C:5](/[CH:8]=[C:9](/[C:14]([C:16]2[S:17][C:18]([C:21]3[CH:26]=[CH:25][N:24]=[CH:23][CH:22]=3)=[CH:19][CH:20]=2)=[O:15])\[C:10]([O:12][CH3:13])=[O:11])=[CH:4][CH:3]=1.ClCCCl.[Cl-].[Cl-].[Cl-].[Al+3]. No catalyst specified. The product is [Cl:1][C:2]1[CH:7]=[CH:6][C:5]([C@@H:8]2[C:20]3[CH:19]=[C:18]([C:21]4[CH:22]=[CH:23][N:24]=[CH:25][CH:26]=4)[S:17][C:16]=3[C:14](=[O:15])[C@H:9]2[C:10]([O:12][CH3:13])=[O:11])=[CH:4][CH:3]=1. The yield is 0.430. (2) The reactants are [C:1]([O:5][C:6]([NH:8][C:9]1([C:12]2[NH:13][C:14]([C:22]3[CH:31]=[CH:30][CH:29]=[C:28]4[C:23]=3[N:24]=[C:25]([NH:33][C:34]([CH3:37])([CH3:36])[CH3:35])[C:26]([CH3:32])=[N:27]4)=[CH:15][C:16]=2[C:17]([O:19][CH2:20][CH3:21])=[O:18])[CH2:11][CH2:10]1)=[O:7])([CH3:4])([CH3:3])[CH3:2].BrCC(C1C=CC=C2C=1N=C(NC1(C)CC1)C(C)=N2)=O.C(OC(NC1(C(=O)CC(OCC)=O)CC1)=O)(C)(C)C. The catalyst is CCO.CC(O)=O. The product is [C:1]([O:5][C:6]([NH:8][C:9]1([C:12]2[NH:13][C:14]([C:22]3[CH:31]=[CH:30][CH:29]=[C:28]4[C:23]=3[N:24]=[C:25]([NH:33][C:34]3([CH3:36])[CH2:35][CH2:37]3)[C:26]([CH3:32])=[N:27]4)=[CH:15][C:16]=2[C:17]([O:19][CH2:20][CH3:21])=[O:18])[CH2:10][CH2:11]1)=[O:7])([CH3:4])([CH3:3])[CH3:2]. The yield is 0.760. (3) The reactants are [Cl:1][C:2]1[N:7]=[C:6]([NH:8][C:9]2[C:14]([F:15])=[CH:13][CH:12]=[CH:11][C:10]=2[OH:16])[C:5]([Cl:17])=[CH:4][N:3]=1.[O:18]1[CH2:23][CH2:22][CH2:21][CH2:20][CH:19]1[O:24][CH2:25][CH2:26]O.C1(P(C2C=CC=CC=2)C2C=CC=CC=2)C=CC=CC=1.N(C(OC(C)(C)C)=O)=NC(OC(C)(C)C)=O. The catalyst is C(Cl)Cl. The product is [Cl:1][C:2]1[N:7]=[C:6]([NH:8][C:9]2[C:10]([O:16][CH2:26][CH2:25][O:24][CH:19]3[CH2:20][CH2:21][CH2:22][CH2:23][O:18]3)=[CH:11][CH:12]=[CH:13][C:14]=2[F:15])[C:5]([Cl:17])=[CH:4][N:3]=1. The yield is 0.440. (4) The reactants are Cl[CH2:2][CH2:3][CH2:4][CH2:5][O:6][C:7]1[CH:16]=[C:15]2[C:10]([C:11]([O:17][C:18]3[CH:23]=[CH:22][C:21]([CH3:24])=[CH:20][C:19]=3[C:25]([C:27]3[CH:32]=[CH:31][CH:30]=[CH:29][CH:28]=3)=[O:26])=[CH:12][CH:13]=[N:14]2)=[CH:9][C:8]=1[O:33][CH3:34].[C:35](=[O:38])([O-])[O-].[K+].[K+].O.[CH3:42][N:43](C)C=O. No catalyst specified. The product is [OH:38][CH2:35][CH2:42][NH:43][CH2:2][CH2:3][CH2:4][CH2:5][O:6][C:7]1[CH:16]=[C:15]2[C:10]([C:11]([O:17][C:18]3[CH:23]=[CH:22][C:21]([CH3:24])=[CH:20][C:19]=3[C:25]([C:27]3[CH:32]=[CH:31][CH:30]=[CH:29][CH:28]=3)=[O:26])=[CH:12][CH:13]=[N:14]2)=[CH:9][C:8]=1[O:33][CH3:34]. The yield is 0.510. (5) The reactants are [Br:1][C:2]1[CH:10]=[CH:9][CH:8]=[C:7]2[C:3]=1[CH:4]=[CH:5][NH:6]2.[H-].[Na+].[S:13](Cl)([CH3:16])(=[O:15])=[O:14]. The catalyst is C1COCC1.C(OCC)(=O)C. The product is [Br:1][C:2]1[CH:10]=[CH:9][CH:8]=[C:7]2[C:3]=1[CH:4]=[CH:5][N:6]2[S:13]([CH3:16])(=[O:15])=[O:14]. The yield is 0.620. (6) The reactants are [CH3:1][O:2][C:3]1[CH:12]=[C:11]2[C:6]([C:7]([O:19][CH:20]3[CH2:37][CH:36]4[N:22]([C:23](=[O:43])[N:24]([CH3:42])[CH2:25][CH2:26][CH2:27][CH2:28][CH:29]=[CH:30][CH:31]5[C:33]([C:39](O)=[O:40])([NH:34][C:35]4=[O:38])[CH2:32]5)[CH2:21]3)=[N:8][C:9]([C:13]3[CH:18]=[CH:17][CH:16]=[CH:15][CH:14]=3)=[N:10]2)=[CH:5][C:4]=1[CH3:44].[CH:45]1([S:48]([NH2:51])(=[O:50])=[O:49])[CH2:47][CH2:46]1. No catalyst specified. The product is [CH3:1][O:2][C:3]1[CH:12]=[C:11]2[C:6]([C:7]([O:19][CH:20]3[CH2:37][CH:36]4[N:22]([C:23](=[O:43])[N:24]([CH3:42])[CH2:25][CH2:26][CH2:27][CH2:28][CH:29]=[CH:30][CH:31]5[C:33]([C:39]([NH:51][S:48]([CH:45]6[CH2:47][CH2:46]6)(=[O:50])=[O:49])=[O:40])([NH:34][C:35]4=[O:38])[CH2:32]5)[CH2:21]3)=[N:8][C:9]([C:13]3[CH:18]=[CH:17][CH:16]=[CH:15][CH:14]=3)=[N:10]2)=[CH:5][C:4]=1[CH3:44]. The yield is 0.190. (7) The reactants are [CH2:1]([N:5]1[CH2:22][C:21]([F:24])([F:23])[O:20][C:7]2([CH2:12][CH2:11][N:10](C(OC(C)(C)C)=O)[CH2:9][CH2:8]2)[CH2:6]1)[C:2]#[C:3][CH3:4].Cl.O1CCOCC1.C([O-])([O-])=O.[K+].[K+]. The catalyst is ClCCl.C(Cl)Cl.C(#N)C. The product is [CH2:1]([N:5]1[CH2:22][C:21]([F:23])([F:24])[O:20][C:7]2([CH2:8][CH2:9][NH:10][CH2:11][CH2:12]2)[CH2:6]1)[C:2]#[C:3][CH3:4]. The yield is 0.960.